From a dataset of Forward reaction prediction with 1.9M reactions from USPTO patents (1976-2016). Predict the product of the given reaction. (1) The product is: [CH3:1][C@@H:2]([NH:13][CH2:14][CH2:15][CH2:16][C:17]1[CH:18]=[CH:19][CH:20]=[C:21]([C:23]([F:24])([F:25])[F:26])[CH:22]=1)[C:3]1[CH:4]=[CH:5][CH:6]=[C:7]2[CH:12]=[CH:11][CH:10]=[CH:9][C:8]=12.[C:27]1([CH3:54])[CH:32]=[CH:31][C:30]([C:33]([C@@:35]([C:51]([O-:53])=[O:52])([OH:50])[C@@:36]([C:41]([C:43]2[CH:44]=[CH:45][C:46]([CH3:49])=[CH:47][CH:48]=2)=[O:42])([OH:40])[C:37]([O-:39])=[O:38])=[O:34])=[CH:29][CH:28]=1. Given the reactants [CH3:1][C@@H:2]([NH:13][CH2:14][CH2:15][CH2:16][C:17]1[CH:18]=[CH:19][CH:20]=[C:21]([C:23]([F:26])([F:25])[F:24])[CH:22]=1)[C:3]1[CH:4]=[CH:5][CH:6]=[C:7]2[CH:12]=[CH:11][CH:10]=[CH:9][C:8]=12.[C:27]1([CH3:54])[CH:32]=[CH:31][C:30]([C:33]([C@@:35]([C:51]([OH:53])=[O:52])([OH:50])[C@@:36]([C:41]([C:43]2[CH:48]=[CH:47][C:46]([CH3:49])=[CH:45][CH:44]=2)=[O:42])([OH:40])[C:37]([OH:39])=[O:38])=[O:34])=[CH:29][CH:28]=1, predict the reaction product. (2) Given the reactants [CH3:1][S:2][CH2:3][C@@H:4]1[N:9]2[C:10]3[C:19]4[C:14](=[CH:15][CH:16]=[CH:17][CH:18]=4)[N:13]=[C:12]([NH2:20])[C:11]=3[N:21]=[C:8]2[CH2:7][O:6][CH2:5]1.C1C=C(Cl)C=C(C(OO)=[O:30])C=1.C([O-])([O-])=O.[Na+].[Na+].[OH2:39], predict the reaction product. The product is: [CH3:1][S:2]([CH2:3][C@@H:4]1[N:9]2[C:10]3[C:19]4[C:14](=[CH:15][CH:16]=[CH:17][CH:18]=4)[N:13]=[C:12]([NH2:20])[C:11]=3[N:21]=[C:8]2[CH2:7][O:6][CH2:5]1)(=[O:30])=[O:39]. (3) Given the reactants C(S[C:9]([CH2:11][C:12]1[O:16][C:15]([C:17]([O:19][CH2:20][CH3:21])=[O:18])=[CH:14][CH:13]=1)=[NH:10])C1C=CC=CC=1.[NH2:22][CH:23]([C:27]#[N:28])[C:24]([NH2:26])=[O:25].C(=O)([O-])O.[Na+], predict the reaction product. The product is: [NH2:28][C:27]1[NH:10][C:9]([CH2:11][C:12]2[O:16][C:15]([C:17]([O:19][CH2:20][CH3:21])=[O:18])=[CH:14][CH:13]=2)=[N:22][C:23]=1[C:24](=[O:25])[NH2:26]. (4) Given the reactants [CH2:1]([NH:8][S:9]([C:12]1[CH:17]=[CH:16][C:15]([N+:18]([O-])=O)=[CH:14][CH:13]=1)(=[O:11])=[O:10])[C:2]1[CH:7]=[CH:6][CH:5]=[CH:4][CH:3]=1, predict the reaction product. The product is: [NH2:18][C:15]1[CH:16]=[CH:17][C:12]([S:9]([NH:8][CH2:1][C:2]2[CH:3]=[CH:4][CH:5]=[CH:6][CH:7]=2)(=[O:11])=[O:10])=[CH:13][CH:14]=1. (5) Given the reactants C(OC([N:6]1[CH2:20][CH2:19][C:10]2[C:11]3[CH:12]([CH3:18])[CH2:13][CH2:14][C:15]=3[CH:16]=[CH:17][C:9]=2[CH2:8][CH2:7]1)=O)C.[Si](I)(C)(C)C, predict the reaction product. The product is: [CH3:18][CH:12]1[C:11]2[C:10]3[CH2:19][CH2:20][NH:6][CH2:7][CH2:8][C:9]=3[CH:17]=[CH:16][C:15]=2[CH2:14][CH2:13]1.